This data is from Catalyst prediction with 721,799 reactions and 888 catalyst types from USPTO. The task is: Predict which catalyst facilitates the given reaction. (1) Reactant: [Cl:1][S:2]([OH:5])(=O)=[O:3].[CH3:6][C:7]1[C:19]([CH3:20])=[CH:18][CH:17]=[CH:16][C:8]=1[O:9][CH2:10][C:11]([O:13][CH2:14][CH3:15])=[O:12]. The catalyst class is: 22. Product: [Cl:1][S:2]([C:18]1[CH:17]=[CH:16][C:8]([O:9][CH2:10][C:11]([O:13][CH2:14][CH3:15])=[O:12])=[C:7]([CH3:6])[C:19]=1[CH3:20])(=[O:5])=[O:3]. (2) Reactant: C([N:8]1[CH2:20][CH2:19][C:11]2[NH:12][C:13]3[CH:14]=[CH:15][CH:16]=[CH:17][C:18]=3[C:10]=2[CH2:9]1)(OC(C)(C)C)=O.[H-].[Na+].[CH3:23][S:24](Cl)(=[O:26])=[O:25]. Product: [CH3:23][S:24]([N:12]1[C:13]2[CH:14]=[CH:15][CH:16]=[CH:17][C:18]=2[C:10]2[CH2:9][NH:8][CH2:20][CH2:19][C:11]1=2)(=[O:26])=[O:25]. The catalyst class is: 3. (3) Reactant: [CH:1]([C:3]1[CH:10]=[CH:9][C:6]([C:7]#[N:8])=[C:5]([F:11])[C:4]=1[CH3:12])=[CH2:2].C1C=C(Cl)C=C(C(OO)=[O:21])C=1. Product: [F:11][C:5]1[C:4]([CH3:12])=[C:3]([CH:1]2[CH2:2][O:21]2)[CH:10]=[CH:9][C:6]=1[C:7]#[N:8]. The catalyst class is: 2. (4) The catalyst class is: 4. Product: [NH2:12][CH:8]([OH:11])[CH2:9][CH3:10].[CH3:13][C@H:14]([C:27]([OH:29])=[O:28])[C:15]1[CH:16]=[CH:17][C:18]2[CH:19]=[C:20]([O:25][CH3:26])[CH:21]=[CH:22][C:23]=2[CH:24]=1.[ClH:30]. Reactant: C([C:8]([NH2:12])([OH:11])[CH2:9][CH3:10])(OC(C)(C)C)=O.[CH3:13][C@H:14]([C:27]([OH:29])=[O:28])[C:15]1[CH:16]=[CH:17][C:18]2[CH:19]=[C:20]([O:25][CH3:26])[CH:21]=[CH:22][C:23]=2[CH:24]=1.[ClH:30].C(OCC)(=O)C.C(OCC)C. (5) Reactant: [CH2:1]([O:3][C:4]([C:6]1[N:7]=[C:8](S(C)(=O)=O)[N:9]([CH3:21])[C:10](=[O:20])[C:11]=1[O:12][CH2:13][C:14]1[CH:19]=[CH:18][CH:17]=[CH:16][CH:15]=1)=[O:5])[CH3:2].[CH3:26][C:27]1[N:31]=[CH:30][NH:29][N:28]=1.[H-].[Na+]. Product: [CH2:1]([O:3][C:4]([C:6]1[N:7]=[C:8]([N:29]2[CH:30]=[N:31][C:27]([CH3:26])=[N:28]2)[N:9]([CH3:21])[C:10](=[O:20])[C:11]=1[O:12][CH2:13][C:14]1[CH:19]=[CH:18][CH:17]=[CH:16][CH:15]=1)=[O:5])[CH3:2]. The catalyst class is: 9.